From a dataset of Forward reaction prediction with 1.9M reactions from USPTO patents (1976-2016). Predict the product of the given reaction. (1) Given the reactants C(O[C:6]([N:8]1[CH2:13][CH2:12][N:11]([C:14]2[O:15][C:16]3[C:17](=[C:19]([C:23]([OH:25])=O)[CH:20]=[CH:21][CH:22]=3)[N:18]=2)[CH2:10][CH2:9]1)=O)(C)(C)C.Cl.Cl.[NH2:28][C@H:29]1[CH:34]2[CH2:35][CH2:36][N:31]([CH2:32][CH2:33]2)[CH2:30]1, predict the reaction product. The product is: [N:31]12[CH2:30][CH:29]([NH:28][C:23]([C:19]3[CH:20]=[CH:21][CH:22]=[C:16]4[O:15][C:14]([N:11]5[CH2:10][CH2:9][N:8]([CH3:6])[CH2:13][C@@H:12]5[C:16]5[CH:17]=[CH:19][CH:20]=[CH:21][CH:22]=5)=[N:18][C:17]=34)=[O:25])[CH:34]([CH2:35][CH2:36]1)[CH2:33][CH2:32]2. (2) Given the reactants ClCCl.[NH2:4][CH2:5][CH2:6][CH2:7][O:8][C:9]1[CH:10]=[N:11][C:12]([N:15]2[C:20](=[O:21])[C:19]([CH2:22][C:23]3[CH:28]=[CH:27][C:26]([C:29]4[C:30]([C:35]#[N:36])=[CH:31][CH:32]=[CH:33][CH:34]=4)=[CH:25][CH:24]=3)=[C:18]([CH2:37][CH2:38][CH2:39][CH3:40])[N:17]=[C:16]2[CH3:41])=[N:13][CH:14]=1.N1C=CC=CC=1.[C:48](Cl)(=[O:50])[CH3:49], predict the reaction product. The product is: [CH2:37]([C:18]1[N:17]=[C:16]([CH3:41])[N:15]([C:12]2[N:13]=[CH:14][C:9]([O:8][CH2:7][CH2:6][CH2:5][NH:4][C:48](=[O:50])[CH3:49])=[CH:10][N:11]=2)[C:20](=[O:21])[C:19]=1[CH2:22][C:23]1[CH:28]=[CH:27][C:26]([C:29]2[CH:34]=[CH:33][CH:32]=[CH:31][C:30]=2[C:35]#[N:36])=[CH:25][CH:24]=1)[CH2:38][CH2:39][CH3:40]. (3) Given the reactants [O:1]=[C:2]1[C:6]2[CH:7]=[CH:8][C:9]([CH2:11][CH2:12][N:13]3[CH2:18][CH2:17][N:16](C(OC(C)(C)C)=O)[CH2:15][CH:14]3[C:26]([F:29])([F:28])[F:27])=[CH:10][C:5]=2[CH2:4][O:3]1.Cl, predict the reaction product. The product is: [F:29][C:26]([F:27])([F:28])[CH:14]1[CH2:15][NH:16][CH2:17][CH2:18][N:13]1[CH2:12][CH2:11][C:9]1[CH:8]=[CH:7][C:6]2[C:2](=[O:1])[O:3][CH2:4][C:5]=2[CH:10]=1.